Dataset: Full USPTO retrosynthesis dataset with 1.9M reactions from patents (1976-2016). Task: Predict the reactants needed to synthesize the given product. (1) The reactants are: [N+:1]([C:4]1[CH:9]=[CH:8][C:7]([C@H:10]2[CH2:12][O:11]2)=[CH:6][CH:5]=1)([O-:3])=[O:2].[NH2:13][CH2:14][CH2:15][CH2:16][OH:17]. Given the product [OH:11][C@@H:10]([C:7]1[CH:8]=[CH:9][C:4]([N+:1]([O-:3])=[O:2])=[CH:5][CH:6]=1)[CH2:12][NH:13][CH2:14][CH2:15][CH2:16][OH:17], predict the reactants needed to synthesize it. (2) The reactants are: I[C:2]1[C:10]2[C:5](=[CH:6][N:7]=[CH:8][CH:9]=2)[NH:4][N:3]=1.C(S)[CH2:12][S:13]([O-])(=O)=O.[Na+]. Given the product [CH3:12][S:13][C:2]1[C:10]2[C:5](=[CH:6][N:7]=[CH:8][CH:9]=2)[NH:4][N:3]=1, predict the reactants needed to synthesize it. (3) Given the product [CH2:13]([N:8]([CH2:9][CH:10]([CH3:11])[CH3:12])[C:7]1[CH:6]=[CH:5][C:4]([CH:17]([CH3:24])[CH2:18][C:19]([OH:21])=[O:20])=[CH:3][C:2]=1[NH:1][C:26]([NH:25][C:28]1[CH:33]=[CH:32][C:31]([CH3:34])=[CH:30][CH:29]=1)=[O:27])[CH:14]([CH3:15])[CH3:16], predict the reactants needed to synthesize it. The reactants are: [NH2:1][C:2]1[CH:3]=[C:4]([CH:17]([CH3:24])[CH2:18][C:19]([O:21]CC)=[O:20])[CH:5]=[CH:6][C:7]=1[N:8]([CH2:13][CH:14]([CH3:16])[CH3:15])[CH2:9][CH:10]([CH3:12])[CH3:11].[N:25]([C:28]1[CH:33]=[CH:32][C:31]([CH3:34])=[CH:30][CH:29]=1)=[C:26]=[O:27].[OH-].[Na+].CO. (4) The reactants are: [CH3:1][C:2]1[CH:3]=[N:4][N:5]([C:7]2[CH:12]=[CH:11][N:10]=[CH:9][C:8]=2[N:13]2[CH2:18][CH2:17][CH:16]([C:19](O)=[O:20])[CH2:15][CH2:14]2)[CH:6]=1.CCN(C(C)C)C(C)C.CN(C(ON1N=NC2C=CC=NC1=2)=[N+](C)C)C.F[P-](F)(F)(F)(F)F.[NH:55]1[CH2:59][CH2:58][CH2:57][C@H:56]1[C:60]([NH2:62])=[O:61]. Given the product [CH3:1][C:2]1[CH:3]=[N:4][N:5]([C:7]2[CH:12]=[CH:11][N:10]=[CH:9][C:8]=2[N:13]2[CH2:18][CH2:17][CH:16]([C:19]([N:55]3[CH2:59][CH2:58][CH2:57][C@H:56]3[C:60]([NH2:62])=[O:61])=[O:20])[CH2:15][CH2:14]2)[CH:6]=1, predict the reactants needed to synthesize it. (5) Given the product [CH3:15][O:16][C:17]1[CH:22]=[C:21]([O:23][CH3:24])[CH:20]=[CH:19][C:18]=1[N:25]1[CH2:31][CH2:30][CH2:29][N:28]([CH2:2][C:3]2[N:4]=[C:5]([C:8]3[CH:13]=[CH:12][CH:11]=[CH:10][CH:9]=3)[S:6][CH:7]=2)[CH2:27][CH2:26]1, predict the reactants needed to synthesize it. The reactants are: Cl[CH2:2][C:3]1[N:4]=[C:5]([C:8]2[CH:13]=[CH:12][CH:11]=[CH:10][CH:9]=2)[S:6][CH:7]=1.Cl.[CH3:15][O:16][C:17]1[CH:22]=[C:21]([O:23][CH3:24])[CH:20]=[CH:19][C:18]=1[N:25]1[CH2:31][CH2:30][CH2:29][NH:28][CH2:27][CH2:26]1.C([O-])([O-])=O.[Cs+].[Cs+]. (6) Given the product [Br:1][C:2]1[C:3]([C:14]2[CH:19]=[CH:18][C:17]([Cl:20])=[CH:16][CH:15]=2)=[C:4]2[C:9](=[CH:10][C:11]=1[CH3:12])[CH:8]=[C:7]([O:13][Si:24]([CH:28]([CH3:30])[CH3:29])([CH:25]([CH3:27])[CH3:26])[CH:22]([CH3:23])[CH3:21])[CH:6]=[CH:5]2, predict the reactants needed to synthesize it. The reactants are: [Br:1][C:2]1[C:3]([C:14]2[CH:19]=[CH:18][C:17]([Cl:20])=[CH:16][CH:15]=2)=[C:4]2[C:9](=[CH:10][C:11]=1[CH3:12])[CH:8]=[C:7]([OH:13])[CH:6]=[CH:5]2.[CH3:21][CH:22]([Si:24](Cl)([CH:28]([CH3:30])[CH3:29])[CH:25]([CH3:27])[CH3:26])[CH3:23].C1CCN2C(=NCCC2)CC1. (7) Given the product [C:29]([O:28][C:26](=[O:25])[NH:7][CH2:6][C:5]1[CH:4]=[N:3][C:2]([CH3:1])=[CH:9][C:8]=1[C:10]([F:11])([F:13])[F:12])([CH3:32])([CH3:31])[CH3:30], predict the reactants needed to synthesize it. The reactants are: [CH3:1][C:2]1[CH:9]=[C:8]([C:10]([F:13])([F:12])[F:11])[C:5]([C:6]#[N:7])=[CH:4][N:3]=1.[OH-].[NH4+].CCN(C(C)C)C(C)C.[O:25](C(OC(C)(C)C)=O)[C:26]([O:28][C:29]([CH3:32])([CH3:31])[CH3:30])=O. (8) Given the product [OH:66][CH2:67][C:20]1([CH2:23][O:24][C:25]2[C:30]([O:31][CH3:32])=[C:29]([O:33][CH3:34])[CH:28]=[CH:27][C:26]=2[C:35]2[CH:43]=[CH:42][CH:41]=[C:40]3[C:36]=2[CH2:37][CH2:38][C:39]3=[O:44])[CH2:22][CH2:21]1, predict the reactants needed to synthesize it. The reactants are: [Si](CO[C:20]1([CH2:23][O:24][C:25]2[C:30]([O:31][CH3:32])=[C:29]([O:33][CH3:34])[CH:28]=[CH:27][C:26]=2[C:35]2[CH:43]=[CH:42][CH:41]=[C:40]3[C:36]=2[CH2:37][CH2:38][C:39]3=[O:44])[CH2:22][CH2:21]1)(C(C)(C)C)(C1C=CC=CC=1)C1C=CC=CC=1.O.O.O.[F-].C([N+](CCCC)(CCCC)CCCC)CCC.[O:66]1CCC[CH2:67]1. (9) Given the product [ClH:8].[Cl:8][C:9]1[C:18]2[C:13](=[CH:14][C:15]([S:19]([NH:22][C@H:23]3[CH2:28][CH2:27][CH2:26][CH2:25][C@H:24]3[C:29]([OH:31])=[O:30])(=[O:20])=[O:21])=[CH:16][CH:17]=2)[C:12]([NH:36][C:37]([NH2:39])=[NH:38])=[N:11][CH:10]=1, predict the reactants needed to synthesize it. The reactants are: C(C(O)=O)(F)(F)F.[Cl:8][C:9]1[C:18]2[C:13](=[CH:14][C:15]([S:19]([NH:22][C@H:23]3[CH2:28][CH2:27][CH2:26][CH2:25][C@H:24]3[C:29]([O:31]C(C)(C)C)=[O:30])(=[O:21])=[O:20])=[CH:16][CH:17]=2)[C:12]([NH:36][C:37]([NH2:39])=[NH:38])=[N:11][CH:10]=1. (10) The reactants are: [C:1]([C:5]1[CH:10]=[CH:9][C:8]([S:11]([NH:14][C:15]2[CH:16]=[C:17]3[C:21](=[CH:22][CH:23]=2)[NH:20][C:19]([C:24]([OH:26])=O)=[C:18]3[C:27]2[CH:32]=[CH:31][CH:30]=[C:29]([CH3:33])[CH:28]=2)(=[O:13])=[O:12])=[CH:7][CH:6]=1)([CH3:4])([CH3:3])[CH3:2].[C:34]([NH:37][CH2:38][CH2:39][NH2:40])(=[O:36])[CH3:35]. Given the product [C:34]([NH:37][CH2:38][CH2:39][NH:40][C:24]([C:19]1[NH:20][C:21]2[C:17]([C:18]=1[C:27]1[CH:32]=[CH:31][CH:30]=[C:29]([CH3:33])[CH:28]=1)=[CH:16][C:15]([NH:14][S:11]([C:8]1[CH:9]=[CH:10][C:5]([C:1]([CH3:2])([CH3:3])[CH3:4])=[CH:6][CH:7]=1)(=[O:12])=[O:13])=[CH:23][CH:22]=2)=[O:26])(=[O:36])[CH3:35], predict the reactants needed to synthesize it.